Dataset: Reaction yield outcomes from USPTO patents with 853,638 reactions. Task: Predict the reaction yield, written as a fraction of the theoretical maximum amount of product (1.0 means a 100% yield; for example, 0.34 means a 34% yield). The reactants are [NH2:1][C@@H:2]1[C:11]2[C:6](=[CH:7][CH:8]=[CH:9][CH:10]=2)[C@H:5]([OH:12])[CH2:4][CH2:3]1.[H-].[Na+].F[C:16]1[CH:17]=[CH:18][C:19]2[N:20]([C:22]([N:25]3[CH2:30][CH2:29][CH2:28][CH2:27][C@@H:26]3[CH3:31])=[N:23][N:24]=2)[CH:21]=1.N. The catalyst is CN(C=O)C.CO.C(Cl)Cl. The product is [CH3:31][C@H:26]1[CH2:27][CH2:28][CH2:29][CH2:30][N:25]1[C:22]1[N:20]2[CH:21]=[C:16]([O:12][C@H:5]3[C:6]4[C:11](=[CH:10][CH:9]=[CH:8][CH:7]=4)[C@@H:2]([NH2:1])[CH2:3][CH2:4]3)[CH:17]=[CH:18][C:19]2=[N:24][N:23]=1. The yield is 0.580.